This data is from Catalyst prediction with 721,799 reactions and 888 catalyst types from USPTO. The task is: Predict which catalyst facilitates the given reaction. (1) Reactant: I.[CH3:2][S:3][C:4]1[NH:5][CH2:6][CH2:7][N:8]=1.C(N(CC)CC)C.[CH3:16][O:17][C:18]1[CH:19]=[C:20]([CH:24]=[CH:25][CH:26]=1)[C:21](Cl)=[O:22]. Product: [CH3:16][O:17][C:18]1[CH:19]=[C:20]([C:21]([N:8]2[CH2:7][CH2:6][N:5]=[C:4]2[S:3][CH3:2])=[O:22])[CH:24]=[CH:25][CH:26]=1. The catalyst class is: 2. (2) Reactant: [Cl:1][C:2]1[C:14]([I:15])=[CH:13][C:5]2[C:6](=[O:12])[CH2:7][CH2:8][C:9](=[O:11])[NH:10][C:4]=2[CH:3]=1.[CH3:16][N:17]([CH:19](OC)OC)[CH3:18].CCOCC. Product: [Cl:1][C:2]1[C:14]([I:15])=[CH:13][C:5]2[C:6](=[O:12])/[C:7](=[CH:16]\[N:17]([CH3:19])[CH3:18])/[CH2:8][C:9](=[O:11])[NH:10][C:4]=2[CH:3]=1. The catalyst class is: 1. (3) Reactant: [N+:1]([C:4]1[CH:15]=[CH:14][C:7]2[CH2:8][CH2:9][CH2:10][NH:11][C:12](=O)[C:6]=2[CH:5]=1)([O-:3])=[O:2].B.Cl. Product: [N+:1]([C:4]1[CH:15]=[CH:14][C:7]2[CH2:8][CH2:9][CH2:10][NH:11][CH2:12][C:6]=2[CH:5]=1)([O-:3])=[O:2]. The catalyst class is: 1. (4) The catalyst class is: 2. Product: [CH2:35]([O:34][C:32]([CH:31]1[CH:14]2[CH2:15][C:16]3[CH:17]=[C:9]([N:8]([CH2:18][C:19]4[CH:20]=[CH:21][C:22]([O:25][CH3:26])=[CH:23][CH:24]=4)[CH2:7][C:6]4[CH:5]=[CH:4][C:3]([O:2][CH3:1])=[CH:28][CH:27]=4)[N:10]=[CH:11][C:12]=3[CH:13]12)=[O:33])[CH3:36]. Reactant: [CH3:1][O:2][C:3]1[CH:28]=[CH:27][C:6]([CH2:7][N:8]([CH2:18][C:19]2[CH:24]=[CH:23][C:22]([O:25][CH3:26])=[CH:21][CH:20]=2)[C:9]2[N:10]=[CH:11][C:12]3[CH:13]=[CH:14][CH2:15][C:16]=3[CH:17]=2)=[CH:5][CH:4]=1.[N+](=[CH:31][C:32]([O:34][CH2:35][CH3:36])=[O:33])=[N-]. (5) The catalyst class is: 10. Product: [NH2:23][C:22]1[N:1]([C:3]2[CH:17]=[CH:16][CH:15]=[CH:14][C:4]=2[O:5][C:6]2[CH:11]=[CH:10][C:9]([CH3:12])=[CH:8][C:7]=2[OH:13])[N:2]=[C:20]([S:19][CH3:18])[N:21]=1. Reactant: [NH:1]([C:3]1[CH:17]=[CH:16][CH:15]=[CH:14][C:4]=1[O:5][C:6]1[CH:11]=[CH:10][C:9]([CH3:12])=[CH:8][C:7]=1[OH:13])[NH2:2].[CH3:18][S:19][C:20](SC)=[N:21][C:22]#[N:23].